Predict which catalyst facilitates the given reaction. From a dataset of Catalyst prediction with 721,799 reactions and 888 catalyst types from USPTO. (1) Reactant: [Cl:1][CH2:2][CH:3]1[C:11]2[C:10]3[C:12]([N+:16]([O-:18])=[O:17])=[CH:13][CH:14]=[CH:15][C:9]=3[CH:8]=[CH:7][C:6]=2[NH:5][CH2:4]1.[N+:19]([O-])([O-:21])=[O:20].[K+]. Product: [Cl:1][CH2:2][CH:3]1[C:11]2[C:10]3[C:12]([N+:16]([O-:18])=[O:17])=[CH:13][CH:14]=[CH:15][C:9]=3[C:8]([N+:19]([O-:21])=[O:20])=[CH:7][C:6]=2[NH:5][CH2:4]1. The catalyst class is: 82. (2) Reactant: C([N:4]1[C:12]2[C:7](=[CH:8][C:9]([C:13]3[NH:14][C:15]4[N:16]([N:20]=[C:21]([CH2:23][CH3:24])[N:22]=4)[C:17](=[O:19])[CH:18]=3)=[CH:10][CH:11]=2)[CH:6]=[N:5]1)(=O)C.C(=O)([O-])[O-].[K+].[K+].O. Product: [CH2:23]([C:21]1[N:22]=[C:15]2[NH:14][C:13]([C:9]3[CH:8]=[C:7]4[C:12](=[CH:11][CH:10]=3)[NH:4][N:5]=[CH:6]4)=[CH:18][C:17](=[O:19])[N:16]2[N:20]=1)[CH3:24]. The catalyst class is: 5.